Dataset: Full USPTO retrosynthesis dataset with 1.9M reactions from patents (1976-2016). Task: Predict the reactants needed to synthesize the given product. Given the product [CH:1]1([NH:4][C:5](=[O:14])[C:6]2[CH:11]=[CH:10][C:9]([F:12])=[CH:8][C:7]=2[O:13][CH2:18][CH:16]2[CH2:17][O:15]2)[CH2:2][CH2:3]1, predict the reactants needed to synthesize it. The reactants are: [CH:1]1([NH:4][C:5](=[O:14])[C:6]2[CH:11]=[CH:10][C:9]([F:12])=[CH:8][C:7]=2[OH:13])[CH2:3][CH2:2]1.[O:15]1[CH2:17][C@H:16]1[CH2:18]OS(C1C=CC=C([N+]([O-])=O)C=1)(=O)=O.C([O-])([O-])=O.[Cs+].[Cs+].